Dataset: Forward reaction prediction with 1.9M reactions from USPTO patents (1976-2016). Task: Predict the product of the given reaction. (1) Given the reactants [CH2:1]([O:3][C:4](=[O:34])[CH2:5][C:6]1[CH:7]=[N:8][CH:9]=[C:10]([C:12]2[CH:17]=[CH:16][C:15]([CH2:18][NH2:19])=[CH:14][C:13]=2[CH2:20][N:21]([CH2:27][C:28]2[CH:33]=[CH:32][CH:31]=[CH:30][CH:29]=2)[C:22]([CH:24]2[CH2:26][CH2:25]2)=[O:23])[CH:11]=1)[CH3:2].[CH3:35][S:36](Cl)(=[O:38])=[O:37], predict the reaction product. The product is: [CH2:1]([O:3][C:4](=[O:34])[CH2:5][C:6]1[CH:7]=[N:8][CH:9]=[C:10]([C:12]2[CH:17]=[CH:16][C:15]([CH2:18][NH:19][S:36]([CH3:35])(=[O:38])=[O:37])=[CH:14][C:13]=2[CH2:20][N:21]([CH2:27][C:28]2[CH:29]=[CH:30][CH:31]=[CH:32][CH:33]=2)[C:22]([CH:24]2[CH2:26][CH2:25]2)=[O:23])[CH:11]=1)[CH3:2]. (2) Given the reactants [O:1]1[CH:5]=[CH:4][CH:3]=[C:2]1[C:6]1[N:7]=[C:8]([NH:20]C(=O)OC(C)(C)C)[S:9][C:10]=1[C:11]([C:13]1[C:14]([CH3:19])=[N:15][CH:16]=[CH:17][CH:18]=1)=[O:12], predict the reaction product. The product is: [CH3:19][C:14]1[C:13]([C:11]([C:10]2[S:9][C:8]([NH2:20])=[N:7][C:6]=2[C:2]2[O:1][CH:5]=[CH:4][CH:3]=2)=[O:12])=[CH:18][CH:17]=[CH:16][N:15]=1. (3) The product is: [F:14][P-:15]([F:20])([F:19])([F:18])([F:17])[F:16].[CH3:11][N:10]([CH3:12])[CH:9]=[N+:8]([CH3:13])[CH3:7]. Given the reactants COS([O-])(=O)=O.[CH3:7][N:8]([CH3:13])[CH:9]=[N+:10]([CH3:12])[CH3:11].[F:14][P-:15]([F:20])([F:19])([F:18])([F:17])[F:16].[NH4+], predict the reaction product. (4) Given the reactants [CH2:1]([C:3]1[N:4]=[C:5]2[CH:10]=[CH:9][CH:8]=[CH:7][N:6]2[C:11]=1I)[CH3:2].[Li]CCCC.[CH:18]([P:28]([O:33][CH2:34][CH3:35])(=[O:32])[O:29][CH2:30][CH3:31])([P:20]([O:25][CH2:26][CH3:27])(=[O:24])[O:21][CH2:22][CH3:23])C, predict the reaction product. The product is: [CH2:30]([O:29][P:28]([CH:18]([P:20]([O:25][CH2:26][CH3:27])([O:21][CH2:22][CH3:23])=[O:24])[C:11]1[N:6]2[CH:7]=[CH:8][CH:9]=[CH:10][C:5]2=[N:4][C:3]=1[CH2:1][CH3:2])(=[O:32])[O:33][CH2:34][CH3:35])[CH3:31]. (5) Given the reactants [CH3:1][C:2]1[N:3]=[C:4]([NH2:8])[S:5][C:6]=1[CH3:7].Br[CH2:10][CH2:11][CH2:12][CH:13]([CH3:15])[CH3:14].[C:16]12([C:26]([OH:28])=O)[CH2:25][CH:20]3[CH2:21][CH:22]([CH2:24][CH:18]([CH2:19]3)[CH2:17]1)[CH2:23]2, predict the reaction product. The product is: [CH3:1][C:2]1[N:3]([CH2:10][CH2:11][CH2:12][CH:13]([CH3:15])[CH3:14])/[C:4](=[N:8]/[C:26]([C:16]23[CH2:17][CH:18]4[CH2:24][CH:22]([CH2:21][CH:20]([CH2:19]4)[CH2:25]2)[CH2:23]3)=[O:28])/[S:5][C:6]=1[CH3:7]. (6) Given the reactants [F:8][C:7]([F:10])([F:9])[C:6](O[C:6](=[O:11])[C:7]([F:10])([F:9])[F:8])=[O:11].[CH2:14]([O:16][CH:17]=[CH2:18])[CH3:15], predict the reaction product. The product is: [CH2:17]([O:16]/[CH:14]=[CH:15]/[C:6](=[O:11])[C:7]([F:8])([F:9])[F:10])[CH3:18].